Dataset: Full USPTO retrosynthesis dataset with 1.9M reactions from patents (1976-2016). Task: Predict the reactants needed to synthesize the given product. (1) Given the product [C:1]([O:5][C:6](=[O:43])[CH2:7][C@H:8]([OH:9])[CH2:13][C@H:12]([OH:11])[CH2:14][CH2:15][C:16]1[N:17]([C:34]2[CH:39]=[CH:38][C:37]([F:40])=[CH:36][CH:35]=2)[N:18]=[C:19]([C:24](=[O:33])[NH:25][CH2:26][C:27]2[CH:28]=[CH:29][CH:30]=[CH:31][CH:32]=2)[C:20]=1[CH:21]([CH3:23])[CH3:22])([CH3:3])([CH3:4])[CH3:2], predict the reactants needed to synthesize it. The reactants are: [C:1]([O:5][C:6](=[O:43])[CH2:7][CH:8]1[CH2:13][CH:12]([CH:14]=[CH:15][C:16]2[N:17]([C:34]3[CH:39]=[CH:38][C:37]([F:40])=[CH:36][CH:35]=3)[N:18]=[C:19]([C:24](=[O:33])[NH:25][CH2:26][C:27]3[CH:32]=[CH:31][CH:30]=[CH:29][CH:28]=3)[C:20]=2[CH:21]([CH3:23])[CH3:22])[O:11]C(C)(C)[O:9]1)([CH3:4])([CH3:3])[CH3:2].Cl.CCOC(C)=O.C(OC(=O)CC(O)CC(O)C=CC1N(C2C=CC(F)=CC=2)N=C(C(=O)NCC2C=CC=CC=2)C=1C(C)C)(C)(C)C. (2) Given the product [OH:1][C:2]1[CH:3]=[CH:4][C:5]([N+:10]([O-:12])=[O:11])=[C:6]([CH:9]=1)[C:7]([OH:15])=[O:8], predict the reactants needed to synthesize it. The reactants are: [OH:1][C:2]1[CH:3]=[CH:4][C:5]([N+:10]([O-:12])=[O:11])=[C:6]([CH:9]=1)[CH:7]=[O:8].OO.[OH:15]S(O)(=O)=O.